From a dataset of Forward reaction prediction with 1.9M reactions from USPTO patents (1976-2016). Predict the product of the given reaction. (1) Given the reactants [CH3:1][O:2][C:3]1[CH:18]=[CH:17][C:6]([CH2:7][N:8]2[CH:12]=[C:11]([C:13](O)=[O:14])[C:10]([CH3:16])=[N:9]2)=[CH:5][CH:4]=1.C(Cl)(=O)C([Cl:22])=O, predict the reaction product. The product is: [CH3:1][O:2][C:3]1[CH:18]=[CH:17][C:6]([CH2:7][N:8]2[CH:12]=[C:11]([C:13]([Cl:22])=[O:14])[C:10]([CH3:16])=[N:9]2)=[CH:5][CH:4]=1. (2) Given the reactants CC1(C)CCCC(C)(C)N1.[Li]CCCC.[N:16]1[CH:21]=[CH:20][CH:19]=[CH:18][N:17]=1.[CH:22]1([C:25]2[N:29]([CH3:30])[C:28]3[C:31]([C:42]([C:44]4[CH:49]=[CH:48][CH:47]=[CH:46][N:45]=4)=[O:43])=[CH:32][C:33]([C:35]4[C:36]([CH3:41])=[N:37][O:38][C:39]=4[CH3:40])=[CH:34][C:27]=3[N:26]=2)[CH2:24][CH2:23]1, predict the reaction product. The product is: [CH:22]1([C:25]2[N:29]([CH3:30])[C:28]3[C:31]([C:42]([C:21]4[N:16]=[N:17][CH:18]=[CH:19][CH:20]=4)([C:44]4[CH:49]=[CH:48][CH:47]=[CH:46][N:45]=4)[OH:43])=[CH:32][C:33]([C:35]4[C:36]([CH3:41])=[N:37][O:38][C:39]=4[CH3:40])=[CH:34][C:27]=3[N:26]=2)[CH2:24][CH2:23]1. (3) Given the reactants Cl[C:2]1[C:11]2[C:6](=[CH:7][N:8]=[CH:9][CH:10]=2)[C:5]2[CH:12]=[CH:13][CH:14]=[C:15]([C:16]3[NH:20][CH:19]=[N:18][N:17]=3)[C:4]=2[N:3]=1.C(=O)([O-])[O-].[Cs+].[Cs+].[C:27]1(B(O)O)[CH:32]=[CH:31][CH:30]=[CH:29][CH:28]=1.O, predict the reaction product. The product is: [C:27]1([C:2]2[C:11]3[C:6](=[CH:7][N:8]=[CH:9][CH:10]=3)[C:5]3[CH:12]=[CH:13][CH:14]=[C:15]([C:16]4[NH:20][CH:19]=[N:18][N:17]=4)[C:4]=3[N:3]=2)[CH:32]=[CH:31][CH:30]=[CH:29][CH:28]=1. (4) Given the reactants [OH-].[Li+].[F:3][C:4]1[CH:13]=[C:12]([CH:14]([O:16][C:17]2[CH:22]=[CH:21][CH:20]=[CH:19][CH:18]=2)[CH3:15])[CH:11]=[CH:10][C:5]=1[C:6]([O:8]C)=[O:7], predict the reaction product. The product is: [F:3][C:4]1[CH:13]=[C:12]([CH:14]([O:16][C:17]2[CH:22]=[CH:21][CH:20]=[CH:19][CH:18]=2)[CH3:15])[CH:11]=[CH:10][C:5]=1[C:6]([OH:8])=[O:7].